From a dataset of Reaction yield outcomes from USPTO patents with 853,638 reactions. Predict the reaction yield, written as a fraction of the theoretical maximum amount of product (1.0 means a 100% yield; for example, 0.34 means a 34% yield). (1) The reactants are CCC[C:4]1[C:5]2[N:14]=[C:13](C3C=C(S(N4CCN(C)CC4)(=O)=O)C=CC=3OCC)[NH:12][C:10](=O)[C:6]=2[N:7](C)[N:8]=1.[OH-:34].[Na+]. No catalyst specified. The product is [N:7]1[C:6]2[CH:10]=[N:12][CH:13]=[N:14][C:5]=2[C:4](=[O:34])[N:8]=1. The yield is 0.770. (2) The reactants are [C:1]([OH:18])(=O)[CH2:2][CH2:3][CH2:4][CH2:5][CH2:6][CH2:7][CH2:8][CH2:9][CH2:10][CH2:11][CH2:12][CH2:13][CH2:14][CH2:15][CH3:16].[CH3:19][C:20]1[N:21]=[C:22]([NH2:31])[S:23][C:24]=1[CH2:25][CH2:26][O:27][N+:28]([O-:30])=[O:29]. No catalyst specified. The product is [CH3:19][C:20]1[N:21]=[C:22]([NH:31][C:1](=[O:18])[CH2:2][CH2:3][CH2:4][CH2:5][CH2:6][CH2:7][CH2:8][CH2:9][CH2:10][CH2:11][CH2:12][CH2:13][CH2:14][CH2:15][CH3:16])[S:23][C:24]=1[CH2:25][CH2:26][O:27][N+:28]([O-:30])=[O:29]. The yield is 0.620. (3) The reactants are [Cl:1][C:2]1[N:3]=[CH:4][N:5](Cl)[CH:6]([Cl:8])[N:7]=1.[Br:10][C:11]1[CH:17]=[C:16]([CH3:18])[CH:15]=[CH:14][C:12]=1[NH2:13]. No catalyst specified. The product is [Br:10][C:11]1[CH:17]=[C:16]([CH3:18])[CH:15]=[CH:14][C:12]=1[NH:13][C:4]1[N:3]=[C:2]([Cl:1])[N:7]=[C:6]([Cl:8])[N:5]=1. The yield is 0.870. (4) The reactants are FC(F)(F)C(O)=O.C(OC(=O)[NH:14][CH:15]1[CH2:20][CH2:19][N:18]([C:21]2[CH:26]=[CH:25][N:24]=[C:23]3[NH:27][CH:28]=[CH:29][C:22]=23)[CH2:17][CH2:16]1)(C)(C)C. The catalyst is ClCCl. The product is [NH:27]1[C:23]2=[N:24][CH:25]=[CH:26][C:21]([N:18]3[CH2:19][CH2:20][CH:15]([NH2:14])[CH2:16][CH2:17]3)=[C:22]2[CH:29]=[CH:28]1. The yield is 0.960. (5) The reactants are [Cl:1][C:2]1[CH:7]=[CH:6][CH:5]=[C:4]([Cl:8])[C:3]=1[S:9]([CH2:12][C:13]1[C:17]([CH2:18][O:19][C:20]2[CH:25]=[CH:24][C:23]([C:26]3[CH:27]=[C:28]4[C:33](=[CH:34][CH:35]=3)[N:32]=[C:31]([C:36]([O:38]CC)=[O:37])[CH:30]=[CH:29]4)=[CH:22][CH:21]=2)=[C:16]([CH:41]([CH3:43])[CH3:42])[O:15][N:14]=1)(=[O:11])=[O:10].O1CCCC1.CO.[OH-].[Na+]. The catalyst is ClCCl. The product is [Cl:8][C:4]1[CH:5]=[CH:6][CH:7]=[C:2]([Cl:1])[C:3]=1[S:9]([CH2:12][C:13]1[C:17]([CH2:18][O:19][C:20]2[CH:21]=[CH:22][C:23]([C:26]3[CH:27]=[C:28]4[C:33](=[CH:34][CH:35]=3)[N:32]=[C:31]([C:36]([OH:38])=[O:37])[CH:30]=[CH:29]4)=[CH:24][CH:25]=2)=[C:16]([CH:41]([CH3:43])[CH3:42])[O:15][N:14]=1)(=[O:10])=[O:11]. The yield is 0.250. (6) The reactants are CC(C)([O-])C.[K+].C(NC(C)C)(C)C.C([Li])CCC.Cl.Cl.[CH3:21][C:22]([C:32]1[CH:37]=[CH:36][CH:35]=[CH:34][N:33]=1)([CH3:31])[CH:23]([C:25]1[CH:30]=[CH:29][CH:28]=[CH:27][CH:26]=1)[NH2:24].C(=N/[S@@:46]([C:48]([CH3:51])([CH3:50])[CH3:49])=[O:47])\C1C=CC=CC=1. The catalyst is O1CCCC1. The product is [CH3:49][C:48]([S@:46]([NH:24][C@@H:23]([C:25]1[CH:30]=[CH:29][CH:28]=[CH:27][CH:26]=1)[C:22]([CH3:21])([C:32]1[CH:37]=[CH:36][CH:35]=[CH:34][N:33]=1)[CH3:31])=[O:47])([CH3:51])[CH3:50]. The yield is 0.654.